This data is from Reaction yield outcomes from USPTO patents with 853,638 reactions. The task is: Predict the reaction yield, written as a fraction of the theoretical maximum amount of product (1.0 means a 100% yield; for example, 0.34 means a 34% yield). (1) The reactants are [CH3:1][O:2][C:3]([C:5]1[N:6]([CH2:23][C:24]2[CH:29]=[CH:28][C:27]([F:30])=[C:26]([C:31]([F:34])([F:33])[F:32])[CH:25]=2)[C:7]2[C:12]([CH:13]=1)=[C:11]([F:14])[C:10]([O:15]CC1C=CC=CC=1)=[CH:9][CH:8]=2)=[O:4]. The catalyst is C(OCC)(=O)C.[Pd]. The product is [CH3:1][O:2][C:3]([C:5]1[N:6]([CH2:23][C:24]2[CH:29]=[CH:28][C:27]([F:30])=[C:26]([C:31]([F:34])([F:32])[F:33])[CH:25]=2)[C:7]2[C:12]([CH:13]=1)=[C:11]([F:14])[C:10]([OH:15])=[CH:9][CH:8]=2)=[O:4]. The yield is 0.530. (2) The reactants are [CH3:1][C:2]1[CH:16]=[CH:15][C:5]([C:6]([N:8]2[CH2:13][CH2:12][CH2:11][C@@H:10]([NH2:14])[CH2:9]2)=[O:7])=[CH:4][CH:3]=1.[Cl:17][C:18]1[CH:26]=[CH:25][C:21]([C:22](Cl)=[O:23])=[CH:20][CH:19]=1.[OH-].[Na+].[Cl-].[Na+]. The catalyst is ClC1C=CC=CC=1. The product is [CH3:1][C:2]1[CH:3]=[CH:4][C:5]([C:6]([N:8]2[CH2:13][CH2:12][CH2:11][C@@H:10]([NH:14][C:22](=[O:23])[C:21]3[CH:25]=[CH:26][C:18]([Cl:17])=[CH:19][CH:20]=3)[CH2:9]2)=[O:7])=[CH:15][CH:16]=1. The yield is 0.840. (3) The reactants are [Br:1][C:2]1[C:3]([CH3:20])=[C:4]([N:8]2[C:17](=[O:18])[C:16]3[C:11](=[CH:12][CH:13]=[CH:14][CH:15]=3)[NH:10][C:9]2=[O:19])[CH:5]=[CH:6][CH:7]=1.[C:21]([O-])([O-])=O.[Cs+].[Cs+].IC. The catalyst is CN(C=O)C. The product is [Br:1][C:2]1[C:3]([CH3:20])=[C:4]([N:8]2[C:17](=[O:18])[C:16]3[C:11](=[CH:12][CH:13]=[CH:14][CH:15]=3)[N:10]([CH3:21])[C:9]2=[O:19])[CH:5]=[CH:6][CH:7]=1. The yield is 0.920. (4) The reactants are Cl[C:2]1[CH:3]=[CH:4][C:5]2[N:11]3[CH2:12][C@H:8]([CH2:9][CH2:10]3)[NH:7][C:6]=2[N:13]=1.[CH3:14][C:15]1[CH:20]=[C:19](B(O)O)[CH:18]=[CH:17][N:16]=1.C1(P(C2CCCCC2)C2CCCCC2)CCCCC1. The catalyst is O1CCOCC1.O.C1C=CC(/C=C/C(/C=C/C2C=CC=CC=2)=O)=CC=1.C1C=CC(/C=C/C(/C=C/C2C=CC=CC=2)=O)=CC=1.C1C=CC(/C=C/C(/C=C/C2C=CC=CC=2)=O)=CC=1.[Pd].[Pd]. The product is [CH3:14][C:15]1[CH:20]=[C:19]([C:2]2[CH:3]=[CH:4][C:5]3[N:11]4[CH2:12][C@H:8]([CH2:9][CH2:10]4)[NH:7][C:6]=3[N:13]=2)[CH:18]=[CH:17][N:16]=1. The yield is 0.820. (5) The reactants are [Cl:1][C:2]1[CH:7]=[C:6](I)[CH:5]=[CH:4][C:3]=1[N:9]1[C:18](=[O:19])[C:17]2[C:12](=[CH:13][CH:14]=[CH:15][CH:16]=2)[NH:11][C:10]1=[O:20].[C:21]1([C:27]#[CH:28])[CH:26]=[CH:25][CH:24]=[CH:23][CH:22]=1.C(N(CC)CC)C. The catalyst is CN(C=O)C.C1C=CC(P(C2C=CC=CC=2)C2C=CC=CC=2)=CC=1.C1C=CC(P(C2C=CC=CC=2)C2C=CC=CC=2)=CC=1.Cl[Pd]Cl.[Cu]I.C1(P(C2C=CC=CC=2)C2C=CC=CC=2)C=CC=CC=1. The product is [Cl:1][C:2]1[CH:7]=[C:6]([C:28]#[C:27][C:21]2[CH:26]=[CH:25][CH:24]=[CH:23][CH:22]=2)[CH:5]=[CH:4][C:3]=1[N:9]1[C:18](=[O:19])[C:17]2[C:12](=[CH:13][CH:14]=[CH:15][CH:16]=2)[NH:11][C:10]1=[O:20]. The yield is 0.930.